This data is from NCI-60 drug combinations with 297,098 pairs across 59 cell lines. The task is: Regression. Given two drug SMILES strings and cell line genomic features, predict the synergy score measuring deviation from expected non-interaction effect. Drug 1: CC1C(C(CC(O1)OC2CC(CC3=C2C(=C4C(=C3O)C(=O)C5=C(C4=O)C(=CC=C5)OC)O)(C(=O)CO)O)N)O.Cl. Drug 2: C1=CC=C(C(=C1)C(C2=CC=C(C=C2)Cl)C(Cl)Cl)Cl. Cell line: HCC-2998. Synergy scores: CSS=12.0, Synergy_ZIP=11.3, Synergy_Bliss=22.9, Synergy_Loewe=-23.1, Synergy_HSA=0.527.